From a dataset of Forward reaction prediction with 1.9M reactions from USPTO patents (1976-2016). Predict the product of the given reaction. (1) Given the reactants NC1C=CC(C(NC2C=CC(N)=CC=2)=O)=CC=1.[C:18]([O:22][C:23]([N:25]1[CH2:29][CH2:28][CH2:27][CH:26]1C(O)=O)=[O:24])([CH3:21])([CH3:20])[CH3:19].C(OC(N1C2C(=CC=CC=2)C=CC1)=O)C, predict the reaction product. The product is: [C:18]([O:22][C:23]([N:25]1[CH2:29][CH2:28][CH2:27][CH2:26]1)=[O:24])([CH3:21])([CH3:19])[CH3:20]. (2) Given the reactants Br[CH2:2][C:3]1[C:12]2[C:7](=[CH:8][C:9]([C:13](O)([C:17]3[N:18]=[CH:19][N:20](C(C4C=CC=CC=4)(C4C=CC=CC=4)C4C=CC=CC=4)[CH:21]=3)[CH:14]([CH3:16])[CH3:15])=[CH:10][CH:11]=2)[CH:6]=[CH:5][C:4]=1[C:42](OC)=[O:43].[OH2:46].[NH2:47][NH2:48], predict the reaction product. The product is: [OH:46][C:13]([C:9]1[CH:10]=[CH:11][C:12]2[C:3]3[CH2:2][NH:47][NH:48][C:42](=[O:43])[C:4]=3[CH:5]=[CH:6][C:7]=2[CH:8]=1)([C:17]1[N:18]=[CH:19][NH:20][CH:21]=1)[CH:14]([CH3:16])[CH3:15]. (3) Given the reactants [CH3:1][C@@:2]12[CH:10](C(C([O-])=O)=C)[CH2:9][C@H:5]([C:6]1([CH3:8])[CH3:7])[CH2:4][CH2:3]2.[CH:16](N1CCCC1=O)=C.[C:24]([O:29]CCO[C:33](=[O:38])[CH2:34][C:35]([CH3:37])=[O:36])(=[O:28])[C:25](C)=[CH2:26], predict the reaction product. The product is: [CH3:1][C@@:2]12[CH:10]([O:29][C:24]([CH:25]=[CH2:26])=[O:28])[CH2:9][C@@H:5]([C:6]1([CH3:7])[CH3:8])[CH2:4][CH2:3]2.[CH3:37][C:35](=[CH:34][C:33](=[O:38])[CH3:16])[O-:36]. (4) Given the reactants N1SC=C2C=C(N)C=CC=12.[C:11]1([C:17]2[N:22]=[CH:21][C:20]([C:23]([OH:25])=O)=[CH:19][N:18]=2)[CH:16]=[CH:15][CH:14]=[CH:13][CH:12]=1.[S:26]([C:30]1[CH:35]=[CH:34][C:33]([NH-:36])=[CH:32][CH:31]=1)(=[O:29])(=[O:28])[NH2:27], predict the reaction product. The product is: [S:26]([C:30]1[CH:31]=[CH:32][C:33]([NH:36][C:23]([C:20]2[CH:21]=[N:22][C:17]([C:11]3[CH:12]=[CH:13][CH:14]=[CH:15][CH:16]=3)=[N:18][CH:19]=2)=[O:25])=[CH:34][CH:35]=1)(=[O:28])(=[O:29])[NH2:27]. (5) Given the reactants C1(P(C2C=CC=CC=2)C2C=CC=CC=2)C=CC=CC=1.BrN1C(=O)CCC1=O.[CH:28]1([C:31]2[CH:32]=[C:33](/[C:43](=[CH:47]\[C@H:48]3[CH2:68][CH2:67][C:50]4([O:54][C@H:53]([C:55]5[CH:60]=[CH:59][CH:58]=[CH:57][CH:56]=5)[C@@H:52]([C:61]5[CH:66]=[CH:65][CH:64]=[CH:63][CH:62]=5)[O:51]4)[CH2:49]3)/[C:44](O)=[O:45])[CH:34]=[CH:35][C:36]=2[S:37]([CH:40]2[CH2:42][CH2:41]2)(=[O:39])=[O:38])[CH2:30][CH2:29]1.[NH2:69][C:70]1[CH:79]=[CH:78][C:73]([C:74]([O:76]C)=[O:75])=[CH:72][N:71]=1, predict the reaction product. The product is: [CH:28]1([C:31]2[CH:32]=[C:33](/[C:43](=[CH:47]\[C@H:48]3[CH2:68][CH2:67][C:50]4([O:54][C@H:53]([C:55]5[CH:56]=[CH:57][CH:58]=[CH:59][CH:60]=5)[C@@H:52]([C:61]5[CH:66]=[CH:65][CH:64]=[CH:63][CH:62]=5)[O:51]4)[CH2:49]3)/[C:44]([NH:69][C:70]3[CH:79]=[CH:78][C:73]([C:74]([OH:76])=[O:75])=[CH:72][N:71]=3)=[O:45])[CH:34]=[CH:35][C:36]=2[S:37]([CH:40]2[CH2:41][CH2:42]2)(=[O:39])=[O:38])[CH2:29][CH2:30]1.